The task is: Regression. Given a peptide amino acid sequence and an MHC pseudo amino acid sequence, predict their binding affinity value. This is MHC class I binding data.. This data is from Peptide-MHC class I binding affinity with 185,985 pairs from IEDB/IMGT. (1) The peptide sequence is AEQASQEVKNW. The MHC is HLA-A02:03 with pseudo-sequence HLA-A02:03. The binding affinity (normalized) is 0. (2) The peptide sequence is FPYSTFPII. The MHC is Mamu-A07 with pseudo-sequence Mamu-A07. The binding affinity (normalized) is 0. (3) The peptide sequence is SSFDIKSEVK. The MHC is HLA-A33:01 with pseudo-sequence HLA-A33:01. The binding affinity (normalized) is 0.149. (4) The peptide sequence is KFYGPFVDR. The MHC is HLA-A26:01 with pseudo-sequence HLA-A26:01. The binding affinity (normalized) is 0.140. (5) The peptide sequence is RQSPYAAGY. The MHC is Mamu-B17 with pseudo-sequence Mamu-B17. The binding affinity (normalized) is 0.434. (6) The MHC is HLA-B40:01 with pseudo-sequence HLA-B40:01. The peptide sequence is ERYLKDQQL. The binding affinity (normalized) is 0.